This data is from Forward reaction prediction with 1.9M reactions from USPTO patents (1976-2016). The task is: Predict the product of the given reaction. Given the reactants [CH3:1][O:2][C:3]1[CH:8]=[CH:7][C:6]([CH:9]([C:55]2[CH:60]=[CH:59][C:58]([O:61][CH3:62])=[CH:57][CH:56]=2)[O:10][CH:11]([C:49]2[CH:54]=[CH:53][CH:52]=[CH:51][CH:50]=2)[CH:12]2[CH2:16][CH:15]([OH:17])[CH2:14][N:13]2[C:18](=[O:48])[CH2:19][CH2:20][CH2:21][CH2:22][CH2:23][NH:24][C:25](=[O:47])[CH2:26][CH2:27][CH2:28][CH2:29][CH2:30][CH2:31][CH2:32][CH2:33][CH2:34][CH2:35][CH2:36][CH2:37][CH2:38][CH2:39][CH2:40][CH2:41][CH2:42][CH2:43][CH2:44][CH2:45][CH3:46])=[CH:5][CH:4]=1.[C:63]1(=[O:69])[O:68][C:66](=[O:67])[CH2:65][CH2:64]1, predict the reaction product. The product is: [CH3:62][O:61][C:58]1[CH:57]=[CH:56][C:55]([CH:9]([C:6]2[CH:5]=[CH:4][C:3]([O:2][CH3:1])=[CH:8][CH:7]=2)[O:10][CH:11]([C:49]2[CH:54]=[CH:53][CH:52]=[CH:51][CH:50]=2)[CH:12]2[N:13]([C:18](=[O:48])[CH2:19][CH2:20][CH2:21][CH2:22][CH2:23][NH:24][C:25](=[O:47])[CH2:26][CH2:27][CH2:28][CH2:29][CH2:30][CH2:31][CH2:32][CH2:33][CH2:34][CH2:35][CH2:36][CH2:37][CH2:38][CH2:39][CH2:40][CH2:41][CH2:42][CH2:43][CH2:44][CH2:45][CH3:46])[CH2:14][CH:15]([O:17][C:63](=[O:69])[CH2:64][CH2:65][C:66]([OH:68])=[O:67])[CH2:16]2)=[CH:60][CH:59]=1.